From a dataset of NCI-60 drug combinations with 297,098 pairs across 59 cell lines. Regression. Given two drug SMILES strings and cell line genomic features, predict the synergy score measuring deviation from expected non-interaction effect. (1) Drug 1: CC1=CC=C(C=C1)C2=CC(=NN2C3=CC=C(C=C3)S(=O)(=O)N)C(F)(F)F. Drug 2: CC1C(C(CC(O1)OC2CC(CC3=C2C(=C4C(=C3O)C(=O)C5=CC=CC=C5C4=O)O)(C(=O)C)O)N)O. Cell line: NCI-H226. Synergy scores: CSS=60.9, Synergy_ZIP=1.59, Synergy_Bliss=1.72, Synergy_Loewe=-12.6, Synergy_HSA=4.67. (2) Drug 1: CCC1(CC2CC(C3=C(CCN(C2)C1)C4=CC=CC=C4N3)(C5=C(C=C6C(=C5)C78CCN9C7C(C=CC9)(C(C(C8N6C)(C(=O)OC)O)OC(=O)C)CC)OC)C(=O)OC)O.OS(=O)(=O)O. Drug 2: C1CCC(C(C1)N)N.C(=O)(C(=O)[O-])[O-].[Pt+4]. Cell line: RXF 393. Synergy scores: CSS=-0.226, Synergy_ZIP=0.571, Synergy_Bliss=2.54, Synergy_Loewe=-6.80, Synergy_HSA=-1.96.